The task is: Predict the reaction yield, written as a fraction of the theoretical maximum amount of product (1.0 means a 100% yield; for example, 0.34 means a 34% yield).. This data is from Reaction yield outcomes from USPTO patents with 853,638 reactions. The reactants are [O-:1]P([O-])([O-])=O.[K+].[K+].[K+].CN[CH2:11][CH2:12][NH:13][CH3:14].I[C:16]1[CH:17]=[C:18]([CH:21]=[CH:22][CH:23]=1)[CH2:19][NH2:20].N.[C:25]1([CH3:31])C=CC=CC=1. The catalyst is [Cu]I.O. The product is [NH2:20][CH2:19][C:18]1[CH:17]=[C:16]([N:13]2[CH2:12][CH2:11][CH2:31][CH2:25][C:14]2=[O:1])[CH:23]=[CH:22][CH:21]=1. The yield is 0.960.